This data is from Full USPTO retrosynthesis dataset with 1.9M reactions from patents (1976-2016). The task is: Predict the reactants needed to synthesize the given product. (1) Given the product [CH2:12]1[C:13]2[C:18](=[CH:17][CH:16]=[CH:15][CH:14]=2)[CH2:19][CH2:20][N:11]1[C:9]1[N:10]=[C:5]([C:2]#[N:3])[CH:6]=[C:7]2[C:23]([CH3:24])=[C:22]([CH3:25])[NH:21][C:8]=12, predict the reactants needed to synthesize it. The reactants are: [Cu][C:2]#[N:3].Cl[C:5]1[CH:6]=[C:7]2[C:23]([CH3:24])=[C:22]([CH3:25])[NH:21][C:8]2=[C:9]([N:11]2[CH2:20][CH2:19][C:18]3[C:13](=[CH:14][CH:15]=[CH:16][CH:17]=3)[CH2:12]2)[N:10]=1.C(OCC)(=O)C. (2) Given the product [F:29][C:27]1[CH:26]=[C:14]([CH:13]=[C:12]([C:5]2[C:4]3[C:9](=[CH:10][CH:11]=[C:2]([C:35]4[CH:36]=[N:37][C:32]([O:31][CH3:30])=[CH:33][CH:34]=4)[CH:3]=3)[N:8]=[CH:7][N:6]=2)[CH:28]=1)[C:15]([N:17]1[CH2:18][CH2:19][N:20]([C:23](=[O:25])[CH3:24])[CH2:21][CH2:22]1)=[O:16], predict the reactants needed to synthesize it. The reactants are: Br[C:2]1[CH:3]=[C:4]2[C:9](=[CH:10][CH:11]=1)[N:8]=[CH:7][N:6]=[C:5]2[C:12]1[CH:13]=[C:14]([CH:26]=[C:27]([F:29])[CH:28]=1)[C:15]([N:17]1[CH2:22][CH2:21][N:20]([C:23](=[O:25])[CH3:24])[CH2:19][CH2:18]1)=[O:16].[CH3:30][O:31][C:32]1[N:37]=[CH:36][C:35](B(O)O)=[CH:34][CH:33]=1.[O-]P([O-])([O-])=O.[K+].[K+].[K+]. (3) Given the product [N:11]1([C:5]2[CH:6]=[CH:7][C:8]([C:21]#[N:22])=[C:3]([F:2])[CH:4]=2)[CH:15]=[N:14][CH:13]=[N:12]1, predict the reactants needed to synthesize it. The reactants are: Cl.[F:2][C:3]1[CH:8]=[CH:7][C:6](CN)=[C:5]([N:11]2[CH:15]=[N:14][CH:13]=[N:12]2)[CH:4]=1.FC1C=CC([C:21]#[N:22])=C(N2C=NC=N2)C=1.Cl. (4) Given the product [C:1](/[CH:3]=[CH:4]/[S:5]([C:8]1[CH:9]=[CH:10][C:11]([C:14]([CH3:19])([CH3:18])[C:15]([NH:28][C@@H:26]([C:20]2[CH:25]=[CH:24][CH:23]=[CH:22][CH:21]=2)[CH3:27])=[O:17])=[CH:12][CH:13]=1)(=[O:6])=[O:7])#[N:2], predict the reactants needed to synthesize it. The reactants are: [C:1](/[CH:3]=[CH:4]/[S:5]([C:8]1[CH:13]=[CH:12][C:11]([C:14]([CH3:19])([CH3:18])[C:15]([OH:17])=O)=[CH:10][CH:9]=1)(=[O:7])=[O:6])#[N:2].[C:20]1([C@H:26]([NH2:28])[CH3:27])[CH:25]=[CH:24][CH:23]=[CH:22][CH:21]=1.Cl.CN(C)CCCN=C=NCC.ON1C2C=CC=CC=2N=N1.